From a dataset of Catalyst prediction with 721,799 reactions and 888 catalyst types from USPTO. Predict which catalyst facilitates the given reaction. Reactant: ClC1[CH:7]=[CH:6][C:5]([C:8]([C:16]2[CH:17]=[C:18]3[C:23](=[CH:24][CH:25]=2)[N:22]=[C:21](Cl)[C:20]([O:27][CH2:28][C:29]([F:32])([F:31])[F:30])=[C:19]3[Cl:33])([C:10]2[N:14]([CH3:15])[CH:13]=[N:12][CH:11]=2)[OH:9])=[CH:4][CH:3]=1.[CH3:34][O-:35].[Na+].[CH2:37]([Cl:39])Cl. Product: [Cl:33][C:19]1[C:18]2[C:23](=[CH:24][CH:25]=[C:16]([C:8]([C:5]3[CH:4]=[CH:3][C:37]([Cl:39])=[CH:7][CH:6]=3)([C:10]3[N:14]([CH3:15])[CH:13]=[N:12][CH:11]=3)[OH:9])[CH:17]=2)[N:22]=[C:21]([O:35][CH3:34])[C:20]=1[O:27][CH2:28][C:29]([F:32])([F:31])[F:30]. The catalyst class is: 11.